Task: Predict the product of the given reaction.. Dataset: Forward reaction prediction with 1.9M reactions from USPTO patents (1976-2016) (1) Given the reactants [CH3:1][O:2][CH2:3][CH2:4][CH:5]1[CH2:8][CH:7]([C:9]2[CH:10]=[C:11]([C:15]#[C:16][Si](C(C)C)(C(C)C)C(C)C)[CH:12]=[CH:13][CH:14]=2)[CH2:6]1.[F-].C([N+](CCCC)(CCCC)CCCC)CCC.Br[C:46]1[CH:51]=[CH:50][C:49]([O:52][CH:53]([F:55])[F:54])=[CH:48][CH:47]=1.C(N(CC)CC)C, predict the reaction product. The product is: [F:54][CH:53]([F:55])[O:52][C:49]1[CH:50]=[CH:51][C:46]([C:16]#[C:15][C:11]2[CH:12]=[CH:13][CH:14]=[C:9]([CH:7]3[CH2:6][CH:5]([CH2:4][CH2:3][O:2][CH3:1])[CH2:8]3)[CH:10]=2)=[CH:47][CH:48]=1. (2) Given the reactants [F:1][C:2]1([F:37])[O:6][C:5]2[CH:7]=[CH:8][C:9]([C:11]3([C:14]([NH:16][C:17]4[N:22]=[C:21]([C:23]5[CH:24]=[C:25]([C:29]6([C:32]([O:34]C)=[O:33])[CH2:31][CH2:30]6)[CH:26]=[CH:27][CH:28]=5)[C:20]([CH3:36])=[CH:19][CH:18]=4)=[O:15])[CH2:13][CH2:12]3)=[CH:10][C:4]=2[O:3]1.O.O[Li].O.Cl, predict the reaction product. The product is: [F:37][C:2]1([F:1])[O:6][C:5]2[CH:7]=[CH:8][C:9]([C:11]3([C:14]([NH:16][C:17]4[N:22]=[C:21]([C:23]5[CH:24]=[C:25]([C:29]6([C:32]([OH:34])=[O:33])[CH2:31][CH2:30]6)[CH:26]=[CH:27][CH:28]=5)[C:20]([CH3:36])=[CH:19][CH:18]=4)=[O:15])[CH2:12][CH2:13]3)=[CH:10][C:4]=2[O:3]1.